This data is from Forward reaction prediction with 1.9M reactions from USPTO patents (1976-2016). The task is: Predict the product of the given reaction. (1) Given the reactants Cl[C:2]1[CH:7]=[C:6]([C:8]2[CH:13]=[CH:12][C:11]([O:14][C:15]([F:18])([F:17])[F:16])=[CH:10][CH:9]=2)[N:5]=[CH:4][N:3]=1.Cl[C:20]1[CH:25]=[C:24](Cl)N=C[N:21]=1.FC(F)(F)O[C:30]1[CH:35]=[CH:34]C(B(O)O)=[CH:32][CH:31]=1.[O-:41]P([O-])([O-])=O.[K+].[K+].[K+], predict the reaction product. The product is: [C:24]1([C@@H:25]([OH:41])[CH2:20][NH:21][C:2]2[CH:7]=[C:6]([C:8]3[CH:13]=[CH:12][C:11]([O:14][C:15]([F:18])([F:17])[F:16])=[CH:10][CH:9]=3)[N:5]=[CH:4][N:3]=2)[CH:34]=[CH:35][CH:30]=[CH:31][CH:32]=1. (2) Given the reactants C([O:3][C:4](=[O:27])[C:5]1[CH:10]=[CH:9][C:8]([C:11]#[C:12][C:13]2[CH:22]=[CH:21][C:20]3[C:19](=[O:23])[CH2:18][CH2:17][C:16]([CH3:25])([CH3:24])[C:15]=3[CH:14]=2)=[CH:7][C:6]=1[F:26])C.[OH-].[Na+], predict the reaction product. The product is: [F:26][C:6]1[CH:7]=[C:8]([C:11]#[C:12][C:13]2[CH:22]=[CH:21][C:20]3[C:19](=[O:23])[CH2:18][CH2:17][C:16]([CH3:25])([CH3:24])[C:15]=3[CH:14]=2)[CH:9]=[CH:10][C:5]=1[C:4]([OH:27])=[O:3]. (3) Given the reactants [CH3:1][C:2]([S:5](/[N:7]=[CH:8]/[C:9]1[CH:14]=[CH:13][C:12]([O:15][CH2:16][C:17]([F:20])([F:19])[F:18])=[CH:11][N:10]=1)=O)([CH3:4])[CH3:3].[CH:21]([Mg]Br)=[CH2:22], predict the reaction product. The product is: [C:2]([S:5][NH:7][C@@H:8]([C:9]1[CH:14]=[CH:13][C:12]([O:15][CH2:16][C:17]([F:20])([F:19])[F:18])=[CH:11][N:10]=1)[CH:21]=[CH2:22])([CH3:4])([CH3:3])[CH3:1]. (4) The product is: [ClH:4].[F:7][C:8]1[CH:28]=[CH:27][CH:26]=[C:25]([F:29])[C:9]=1[CH2:10][O:11][C:12]1[C:13]2[N:14]([C:1]([C:2]([Cl:4])=[O:3])=[C:19]([CH3:18])[N:20]=2)[CH:15]=[CH:16][CH:17]=1. Given the reactants [C:1](Cl)(=O)[C:2]([Cl:4])=[O:3].[F:7][C:8]1[CH:28]=[CH:27][CH:26]=[C:25]([F:29])[C:9]=1[CH2:10][O:11][C:12]1[C:13]2[N:14]([C:18](C(O)=O)=[C:19](C)[N:20]=2)[CH:15]=[CH:16][CH:17]=1, predict the reaction product. (5) Given the reactants C([Li:5])CCC.[CH3:6][O:7][C:8]1[CH:9]=[C:10](Br)[CH:11]=[C:12]([O:16][CH3:17])[C:13]=1[O:14][CH3:15], predict the reaction product. The product is: [CH3:6][O:7][C:8]1[CH:9]=[C:10]([Li:5])[CH:11]=[C:12]([O:16][CH3:17])[C:13]=1[O:14][CH3:15].